Predict which catalyst facilitates the given reaction. From a dataset of Catalyst prediction with 721,799 reactions and 888 catalyst types from USPTO. (1) Reactant: [C:1]([O:4][C:5]1[CH:6]=[C:7](Br)[CH:8]=[CH:9][C:10]=1[O:11][C:12](=[O:14])[CH3:13])(=[O:3])[CH3:2].[C:16]([O:19][C:20]1[CH:21]=[C:22]([CH:25]=[C:26]([O:28][C:29](=[O:31])[CH3:30])[CH:27]=1)[CH:23]=[CH2:24])(=[O:18])[CH3:17].C(=O)([O-])[O-].[K+].[K+].C(=NO)(C1C=CC=CC=1)C. Product: [C:16]([O:19][C:20]1[CH:21]=[C:22](/[CH:23]=[CH:24]/[C:7]2[CH:8]=[CH:9][C:10]([O:11][C:12](=[O:14])[CH3:13])=[C:5]([O:4][C:1](=[O:3])[CH3:2])[CH:6]=2)[CH:25]=[C:26]([O:28][C:29](=[O:31])[CH3:30])[CH:27]=1)(=[O:18])[CH3:17]. The catalyst class is: 45. (2) Reactant: [Br:1][C:2]1[CH:7]=[CH:6][C:5]([O:8][CH3:9])=[CH:4][C:3]=1[CH2:10]Br.[N-:12]=[N+:13]=[N-:14].[Na+]. Product: [N:12]([CH2:10][C:3]1[CH:4]=[C:5]([O:8][CH3:9])[CH:6]=[CH:7][C:2]=1[Br:1])=[N+:13]=[N-:14]. The catalyst class is: 3. (3) Reactant: CS(O)(=O)=O.C(OC([N:13]1[CH2:18][CH2:17][N:16]2[C:19](=[O:31])[N:20]([C:23]3[CH:28]=[C:27]([Cl:29])[CH:26]=[C:25]([Cl:30])[CH:24]=3)[C:21](=[O:22])[CH:15]2[CH2:14]1)=O)(C)(C)C. The catalyst class is: 2. Product: [Cl:29][C:27]1[CH:28]=[C:23]([N:20]2[C:21](=[O:22])[CH:15]3[CH2:14][NH:13][CH2:18][CH2:17][N:16]3[C:19]2=[O:31])[CH:24]=[C:25]([Cl:30])[CH:26]=1. (4) Reactant: [CH3:1][N:2]([CH2:6][CH2:7][OH:8])[CH2:3][CH2:4][OH:5].C(N(CC)CC)C.Cl[C:17](Cl)([O:19]C(=O)OC(Cl)(Cl)Cl)Cl.C(OCC)C. Product: [CH3:1][N:2]1[CH2:6][CH2:7][O:8][C:17](=[O:19])[O:5][CH2:4][CH2:3]1. The catalyst class is: 7. (5) Reactant: [N:1]1[CH:6]=[CH:5][CH:4]=[CH:3][C:2]=1[C:7]1[C:11]([CH2:12]O)=[CH:10][O:9][N:8]=1.S(Cl)([Cl:16])=O. Product: [Cl:16][CH2:12][C:11]1[C:7]([C:2]2[CH:3]=[CH:4][CH:5]=[CH:6][N:1]=2)=[N:8][O:9][CH:10]=1. The catalyst class is: 2.